This data is from Reaction yield outcomes from USPTO patents with 853,638 reactions. The task is: Predict the reaction yield, written as a fraction of the theoretical maximum amount of product (1.0 means a 100% yield; for example, 0.34 means a 34% yield). The reactants are I[C:2]1[CH:13]=[C:12]2[C:8]([CH:9]=[CH:10][N:11]2[CH3:14])=[C:7]2[C:3]=1[C:4](=[O:16])[NH:5][C:6]2=[O:15].[CH3:17][O:18][C:19]1[CH:24]=[CH:23][CH:22]=[C:21]([O:25][CH3:26])[C:20]=1B(O)O. The catalyst is O1CCOCC1.C([O-])([O-])=O.[Na+].[Na+].C1C=CC(P(C2C=CC=CC=2)[C-]2C=CC=C2)=CC=1.C1C=CC(P(C2C=CC=CC=2)[C-]2C=CC=C2)=CC=1.Cl[Pd]Cl.[Fe+2]. The product is [CH3:14][N:11]1[CH:10]=[CH:9][C:8]2[C:12]1=[CH:13][C:2]([C:20]1[C:19]([O:18][CH3:17])=[CH:24][CH:23]=[CH:22][C:21]=1[O:25][CH3:26])=[C:3]1[C:7]=2[C:6](=[O:15])[NH:5][C:4]1=[O:16]. The yield is 0.620.